Dataset: Drug-target binding data from BindingDB using Ki measurements. Task: Regression. Given a target protein amino acid sequence and a drug SMILES string, predict the binding affinity score between them. We predict pKi (pKi = -log10(Ki in M); higher means stronger inhibition). Dataset: bindingdb_ki. (1) The compound is CC(O)(C#Cc1cc2c(cc1F)OCCn1cc(C(N)=O)nc1-2)c1ccc(F)cn1. The target protein (Q99558) has sequence MAVMEMACPGAPGSAVGQQKELPKAKEKTPPLGKKQSSVYKLEAVEKSPVFCGKWEILNDVITKGTAKEGSEAGPAAISIIAQAECENSQEFSPTFSERIFIAGSKQYSQSESLDQIPNNVAHATEGKMARVCWKGKRRSKARKKRKKKSSKSLAHAGVALAKPLPRTPEQESCTIPVQEDESPLGAPYVRNTPQFTKPLKEPGLGQLCFKQLGEGLRPALPRSELHKLISPLQCLNHVWKLHHPQDGGPLPLPTHPFPYSRLPHPFPFHPLQPWKPHPLESFLGKLACVDSQKPLPDPHLSKLACVDSPKPLPGPHLEPSCLSRGAHEKFSVEEYLVHALQGSVSSGQAHSLTSLAKTWAARGSRSREPSPKTEDNEGVLLTEKLKPVDYEYREEVHWATHQLRLGRGSFGEVHRMEDKQTGFQCAVKKVRLEVFRAEELMACAGLTSPRIVPLYGAVREGPWVNIFMELLEGGSLGQLVKEQGCLPEDRALYYLGQAL.... The pKi is 5.5. (2) The compound is CCCC[C@H](NC(=O)[C@H](CCC(N)=O)NC(=O)[C@H](CO)NC(=O)[C@H](Cc1ccccc1)NC(=O)CCCCCN)C(=O)N[C@H](Cc1ccccc1)B(O)O. The pKi is 7.2. The target protein (P07288) has sequence MWVPVVFLTLSVTWIGAAPLILSRIVGGWECEKHSQPWQVLVASRGRAVCGGVLVHPQWVLTAAHCIRNKSVILLGRHSLFHPEDTGQVFQVSHSFPHPLYDMSLLKNRFLRPGDDSSHDLMLLRLSEPAELTDAVKVMDLPTQEPALGTTCYASGWGSIEPEEFLTPKKLQCVDLHVISNDVCAQVHPQKVTKFMLCAGRWTGGKSTCSGDSGGPLVCNGVLQGITSWGSEPCALPERPSLYTKVVHYRKWIKDTIVANP. (3) The small molecule is CCNC(=O)NCCc1cccc2ncc(OC)cc12. The target protein (P49286) has sequence MSENGSFANCCEAGGWAVRPGWSGAGSARPSRTPRPPWVAPALSAVLIVTTAVDVVGNLLVILSVLRNRKLRNAGNLFLVSLALADLVVAFYPYPLILVAIFYDGWALGEEHCKASAFVMGLSVIGSVFNITAIAINRYCYICHSMAYHRIYRRWHTPLHICLIWLLTVVALLPNFFVGSLEYDPRIYSCTFIQTASTQYTAAVVVIHFLLPIAVVSFCYLRIWVLVLQARRKAKPESRLCLKPSDLRSFLTMFVVFVIFAICWAPLNCIGLAVAINPQEMAPQIPEGLFVTSYLLAYFNSCLNAIVYGLLNQNFRREYKRILLALWNPRHCIQDASKGSHAEGLQSPAPPIIGVQHQADAL. The pKi is 7.1. (4) The drug is CCCC[C@H](NC(=O)c1ccccc1)C(=O)N[C@@H](CCCCN)C(=O)N[C@@H](CCCCN)C(=O)N[C@H](C=O)CCCN=C(N)N. The target protein (P29990) has sequence MNDQRKKAKNTPFNMLKRERNRVSTVQQLTKRFSLGMLQGRGPLKLYMALVAFLRFLTIPPTAGILKRWGTIKKSKAINVLRGFRKEIGRMLNILNRRRRSAGMIIMLIPTVMAFHLTTRNGEPHMIVSRQEKGKSLLFKTEDGVNMCTLMAMDLGELCEDTITYKCPLLRQNEPEDIDCWCNSTSTWVTYGTCTTMGEHRRQKRSVALVPHVGMGLETRTETWMSSEGAWKHVQRIETWILRHPGFTMMAAILAYTIGTTHFQRALIFILLTAVTPSMTMRCIGMSNRDFVEGVSGGSWVDIVLEHGSCVTTMAKNKPTLDFELIKTEAKQPATLRKYCIEAKLTNTTTESRCPTQGEPSLNEEQDKRFVCKHSMVDRGWGNGCGLFGKGGIVTCAMFRCKKNMEGKVVQPENLEYTIVITPHSGEEHAVGNDTGKHGKEIKITPQSSTTEAELTGYGTVTMECSPRTGLDFNEMVLLQMENKAWLVHRQWFLDLPLPW.... The pKi is 4.4. (5) The compound is c1coc(CNc2ncnc3nc[nH]c23)c1. The target protein (P29029) has sequence MSLLYIILLFTQFLLLPTDAFDRSANTNIAVYWGQNSAGTQESLATYCESSDADIFLLSFLNQFPTLGLNFANACSDTFSDGLLHCTQIAEDIETCQSLGKKVLLSLGGASGSYLFSDDSQAETFAQTLWDTFGEGTGASERPFDSAVVDGFDFDIENNNEVGYSALATKLRTLFAEGTKQYYLSAAPQCPYPDASVGDLLENADIDFAFIQFYNNYCSVSGQFNWDTWLTYAQTVSPNKNIKLFLGLPGSASAAGSGYISDTSLLESTIADIASSSSFGGIALWDASQAFSNELNGEPYVEILKNLLTSASQTATTTVATSKTSAASTSSASTSSASTSQKKTTQSTTSTQSKSKVTLSPTASSAIKTSITQTTKTLTSSTKTKSSLGTTTTESTLNSVAITSMKTTLSSQITSAALVTPQTTTTSIVSSAPIQTAITSTLSPATKSSSVVSLQTATTSTLSPTTTSTSSGSTSSGSTSSDSTARTLAKELNAQYAAGK.... The pKi is 5.5. (6) The drug is Nc1ncnc2nc(-c3ccc(N4CCOCC4)nc3)cc(-c3cccc(Br)c3)c12. The target protein (P07808) has sequence MMLGNKRMGLCGLTLALSLLVCLGILAEGYPSKPDNPGEDAPAEDMARYYSALRHYINLITRQRYGKRSSPETLISDLLMRESTENAPRTRLEDPSMW. The pKi is 5.0.